The task is: Predict the product of the given reaction.. This data is from Forward reaction prediction with 1.9M reactions from USPTO patents (1976-2016). (1) The product is: [CH2:6]([O:29][C@@H:11]1[C@@H:10]([CH2:9][O:8][Si:1]([C:4]([CH3:7])([CH3:5])[CH3:6])([CH3:3])[CH3:2])[O:18][C@H:17]2[C@H:13]([N:14]=[C:15]([N:19]([CH3:27])[C:20](=[O:26])[O:21][C:22]([CH3:23])([CH3:25])[CH3:24])[S:16]2)[C@H:12]1[O:28][CH2:11][CH:10]=[CH2:9])[CH:4]=[CH2:5]. Given the reactants [Si:1]([O:8][CH2:9][C@H:10]1[O:18][C@H:17]2[C@H:13]([N:14]=[C:15]([N:19]([CH3:27])[C:20](=[O:26])[O:21][C:22]([CH3:25])([CH3:24])[CH3:23])[S:16]2)[C@@H:12]([OH:28])[C@@H:11]1[OH:29])([C:4]([CH3:7])([CH3:6])[CH3:5])([CH3:3])[CH3:2].[H-].[Na+], predict the reaction product. (2) Given the reactants [F:1][C:2]1[CH:7]=[CH:6][C:5]([NH2:8])=[C:4]([NH2:9])[CH:3]=1.[Cl:10][C:11]1[CH:16]=[CH:15][CH:14]=[C:13]([Cl:17])[C:12]=1[N:18]=[C:19]=[S:20], predict the reaction product. The product is: [NH2:8][C:5]1[CH:6]=[CH:7][C:2]([F:1])=[CH:3][C:4]=1[NH:9][C:19]([NH:18][C:12]1[C:13]([Cl:17])=[CH:14][CH:15]=[CH:16][C:11]=1[Cl:10])=[S:20]. (3) Given the reactants [BH4-].[Li+].[Cl:3][C:4]1[C:12]2[N:11]=[C:10]([NH:13][C:14]3[C:15]([O:20][CH3:21])=[N:16][CH:17]=[CH:18][CH:19]=3)[N:9]([CH2:22][CH2:23][CH2:24][C:25](OCC)=[O:26])[C:8]=2[C:7]([CH:30]([CH2:33][CH3:34])[CH2:31][CH3:32])=[CH:6][CH:5]=1, predict the reaction product. The product is: [Cl:3][C:4]1[C:12]2[N:11]=[C:10]([NH:13][C:14]3[C:15]([O:20][CH3:21])=[N:16][CH:17]=[CH:18][CH:19]=3)[N:9]([CH2:22][CH2:23][CH2:24][CH2:25][OH:26])[C:8]=2[C:7]([CH:30]([CH2:33][CH3:34])[CH2:31][CH3:32])=[CH:6][CH:5]=1. (4) Given the reactants Cl.[CH2:2]1[C@H:6]2[CH2:7][CH2:8][NH:9][CH2:10][CH2:11][C@H:5]2[CH2:4][N:3]1[C:12]([O:14][C:15]([CH3:18])([CH3:17])[CH3:16])=[O:13].CN1CCOCC1.[F:26][C:27]([F:41])([F:40])[O:28][C:29]1[CH:34]=[CH:33][C:32](/[CH:35]=[CH:36]/[C:37](O)=[O:38])=[CH:31][CH:30]=1.F[P-](F)(F)(F)(F)F.N1(OC(N(C)C)=[N+](C)C)C2N=CC=CC=2N=N1, predict the reaction product. The product is: [F:26][C:27]([F:40])([F:41])[O:28][C:29]1[CH:30]=[CH:31][C:32](/[CH:35]=[CH:36]/[C:37]([N:9]2[CH2:8][CH2:7][C@H:6]3[CH2:2][N:3]([C:12]([O:14][C:15]([CH3:18])([CH3:17])[CH3:16])=[O:13])[CH2:4][C@H:5]3[CH2:11][CH2:10]2)=[O:38])=[CH:33][CH:34]=1.